Dataset: Forward reaction prediction with 1.9M reactions from USPTO patents (1976-2016). Task: Predict the product of the given reaction. The product is: [CH2:18]([N:8]1[C:9](=[O:13])[CH2:10][CH2:11][CH2:12][C:6]2[CH:5]=[CH:4][C:3]([O:2][CH3:1])=[CH:14][C:7]1=2)[CH3:19]. Given the reactants [CH3:1][O:2][C:3]1[CH:4]=[CH:5][C:6]2[CH2:12][CH2:11][CH2:10][C:9](=[O:13])[NH:8][C:7]=2[CH:14]=1.[H-].[Na+].I[CH2:18][CH3:19], predict the reaction product.